From a dataset of Forward reaction prediction with 1.9M reactions from USPTO patents (1976-2016). Predict the product of the given reaction. (1) Given the reactants [Br:1][C:2]1[CH:7]=[CH:6][C:5]([C:8]2[CH2:9][CH2:10][CH2:11][N:12]=2)=[CH:4][CH:3]=1.CCN(C(C)C)C(C)C.C(=[C:24]([O:31]Cl)[C:25]1[CH:30]=[CH:29][CH:28]=[CH:27][CH:26]=1)=O.CN([CH:36]=[O:37])C, predict the reaction product. The product is: [CH2:24]([O:31][C:36]([N:12]1[CH2:11][CH2:10][CH2:9][CH:8]1[C:5]1[CH:4]=[CH:3][C:2]([Br:1])=[CH:7][CH:6]=1)=[O:37])[C:25]1[CH:26]=[CH:27][CH:28]=[CH:29][CH:30]=1. (2) Given the reactants [C:1]([C:5]1[CH:10]=[CH:9][C:8]([S:11]([N:14]([CH2:22][C:23]([OH:25])=O)[C:15]2[CH:20]=[CH:19][C:18]([CH3:21])=[CH:17][CH:16]=2)(=[O:13])=[O:12])=[CH:7][CH:6]=1)([CH3:4])([CH3:3])[CH3:2].[CH2:26]([NH:28][CH2:29][C:30]1[C:38]2[C:33](=[CH:34][CH:35]=[CH:36][CH:37]=2)[NH:32][CH:31]=1)[CH3:27], predict the reaction product. The product is: [C:1]([C:5]1[CH:10]=[CH:9][C:8]([S:11]([N:14]([C:15]2[CH:20]=[CH:19][C:18]([CH3:21])=[CH:17][CH:16]=2)[CH2:22][C:23]([N:28]([CH2:26][CH3:27])[CH2:29][C:30]2[C:38]3[C:33](=[CH:34][CH:35]=[CH:36][CH:37]=3)[NH:32][CH:31]=2)=[O:25])(=[O:13])=[O:12])=[CH:7][CH:6]=1)([CH3:3])([CH3:2])[CH3:4]. (3) The product is: [F:1][C:2]1[CH:3]=[C:4]2[C:9](=[CH:10][C:11]=1[N:32]1[CH2:31][CH2:30][NH:29][C:28](=[O:27])[CH2:33]1)[N:8]([CH2:13][C:14]1[CH:19]=[CH:18][C:17]([C:20]([F:22])([F:23])[F:21])=[CH:16][CH:15]=1)[CH:7]=[C:6]([C:24]#[N:25])[C:5]2=[O:26]. Given the reactants [F:1][C:2]1[CH:3]=[C:4]2[C:9](=[CH:10][C:11]=1F)[N:8]([CH2:13][C:14]1[CH:19]=[CH:18][C:17]([C:20]([F:23])([F:22])[F:21])=[CH:16][CH:15]=1)[CH:7]=[C:6]([C:24]#[N:25])[C:5]2=[O:26].[O:27]=[C:28]1[CH2:33][NH:32][CH2:31][CH2:30][NH:29]1, predict the reaction product. (4) Given the reactants C(N(CC)CC)C.[N:8]1[CH:13]=[CH:12][CH:11]=[C:10]([C:14]2[S:18][C:17]([S:19](Cl)(=[O:21])=[O:20])=[CH:16][CH:15]=2)[CH:9]=1.Cl.[NH2:24][C@H:25]1[CH2:29][CH2:28][N:27]([CH2:30][C:31]2[CH:40]=[C:39]3[C:34]([CH:35]=[CH:36][N:37]=[C:38]3[Cl:41])=[CH:33][CH:32]=2)[C:26]1=[O:42], predict the reaction product. The product is: [Cl:41][C:38]1[C:39]2[C:34](=[CH:33][CH:32]=[C:31]([CH2:30][N:27]3[CH2:28][CH2:29][C@H:25]([NH:24][S:19]([C:17]4[S:18][C:14]([C:10]5[CH:9]=[N:8][CH:13]=[CH:12][CH:11]=5)=[CH:15][CH:16]=4)(=[O:21])=[O:20])[C:26]3=[O:42])[CH:40]=2)[CH:35]=[CH:36][N:37]=1. (5) Given the reactants [CH3:1][O:2][C:3](=[O:21])[CH2:4][CH2:5][C:6]1[C:14]2[C:9](=[CH:10][CH:11]=[C:12]([C:15]3[CH:20]=[CH:19][CH:18]=[CH:17][CH:16]=3)[CH:13]=2)[NH:8][CH:7]=1.CCN(P1(N(C)CCCN1C)=NC(C)(C)C)CC.[F:40][C:41]([F:60])([F:59])[C:42]1[CH:58]=[CH:57][C:45]([O:46][C:47]2[CH:52]=[CH:51][C:50]([S:53](Cl)(=[O:55])=[O:54])=[CH:49][CH:48]=2)=[CH:44][CH:43]=1, predict the reaction product. The product is: [CH3:1][O:2][C:3](=[O:21])[CH2:4][CH2:5][C:6]1[C:14]2[C:9](=[CH:10][CH:11]=[C:12]([C:15]3[CH:16]=[CH:17][CH:18]=[CH:19][CH:20]=3)[CH:13]=2)[N:8]([S:53]([C:50]2[CH:49]=[CH:48][C:47]([O:46][C:45]3[CH:57]=[CH:58][C:42]([C:41]([F:40])([F:59])[F:60])=[CH:43][CH:44]=3)=[CH:52][CH:51]=2)(=[O:55])=[O:54])[CH:7]=1. (6) Given the reactants C([O-])(=O)C=C.C[N:7](C)C1C=CC(C(OCC)=O)=CC=1.[C:20]1([C:26]2[CH:39]=[CH:38][C:29]([C:30](C3C=CC=CC=3)=[O:31])=[CH:28][CH:27]=2)C=CC=CC=1.CC1C=C(C)C=C(C)C=1C(P(=O)(C1C=CC=CC=1)C1C=CC=CC=1)=O.C(OCC(CO)(COCC(COC(=O)C=C)(COC(=O)C=C)COC(=O)C=C)COC(=O)C=C)(=O)C=C, predict the reaction product. The product is: [CH:38]([CH:29]1[CH2:28][CH2:27][CH2:26][CH2:20][NH:7][C:30]1=[O:31])=[CH2:39]. (7) Given the reactants [I:1][C:2]1[C:10]2[C:5](=[N:6][CH:7]=[C:8]([C:11]3[CH:16]=[CH:15][C:14]([N:17]([CH3:19])[CH3:18])=[CH:13][CH:12]=3)[CH:9]=2)[NH:4][CH:3]=1.[C:20]1([S:26](Cl)(=[O:28])=[O:27])[CH:25]=[CH:24][CH:23]=[CH:22][CH:21]=1.[OH-].[Na+], predict the reaction product. The product is: [C:20]1([S:26]([N:4]2[C:5]3=[N:6][CH:7]=[C:8]([C:11]4[CH:16]=[CH:15][C:14]([N:17]([CH3:19])[CH3:18])=[CH:13][CH:12]=4)[CH:9]=[C:10]3[C:2]([I:1])=[CH:3]2)(=[O:28])=[O:27])[CH:25]=[CH:24][CH:23]=[CH:22][CH:21]=1. (8) Given the reactants Br[C:2]1[C:3](=O)[C:4]2[C:12](=[CH:13][CH:14]=1)[C:11]1[C:6](=[CH:7][CH:8]=[CH:9][CH:10]=1)[CH:5]=2.[NH2:16][C:17]1[CH:22]=[CH:21][CH:20]=[CH:19][CH:18]=1.CC(C)([O-:26])C.[Na+], predict the reaction product. The product is: [C:17]1([NH:16][C:2]2[CH:14]=[CH:13][C:12]3[C:11]4[C:6](=[CH:7][CH:8]=[CH:9][CH:10]=4)[C:5](=[O:26])[C:4]=3[CH:3]=2)[CH:22]=[CH:21][CH:20]=[CH:19][CH:18]=1.